This data is from Clinical trial toxicity outcomes and FDA approval status for drugs. The task is: Regression/Classification. Given a drug SMILES string, predict its toxicity properties. Task type varies by dataset: regression for continuous values (e.g., LD50, hERG inhibition percentage) or binary classification for toxic/non-toxic outcomes (e.g., AMES mutagenicity, cardiotoxicity, hepatotoxicity). Dataset: clintox. (1) The result is 0 (passed clinical trial). The molecule is COc1cc(C(=O)NCc2ccc(OCC[NH+](C)C)cc2)cc(OC)c1OC. (2) The compound is COCCCOc1cc(C[C@@H](C[C@H]([NH3+])[C@@H](O)C[C@H](C(=O)NCC(C)(C)C(N)=O)C(C)C)C(C)C)ccc1OC. The result is 0 (passed clinical trial). (3) The compound is O=C([O-])CN1CCN(C(CO)C(O)CO)CCN(CC(=O)[O-])CC[NH+](CC(=O)[O-])CC1. The result is 0 (passed clinical trial). (4) The compound is CC(C)NCC(O)COc1cccc2ccccc12. The result is 1 (failed clinical trial for toxicity).